Dataset: Catalyst prediction with 721,799 reactions and 888 catalyst types from USPTO. Task: Predict which catalyst facilitates the given reaction. (1) Reactant: C(OC(=O)[NH:7][C@H:8]1[CH2:11][C@H:10]([N:12]2[C:16]3=[N:17][CH:18]=[CH:19][CH:20]=[C:15]3[C:14]([CH3:22])([CH3:21])[C:13]2=[O:23])[CH2:9]1)(C)(C)C.[ClH:25].O1CCOCC1. Product: [ClH:25].[NH2:7][C@H:8]1[CH2:11][C@H:10]([N:12]2[C:16]3=[N:17][CH:18]=[CH:19][CH:20]=[C:15]3[C:14]([CH3:21])([CH3:22])[C:13]2=[O:23])[CH2:9]1. The catalyst class is: 13. (2) Reactant: [F:1][C:2]1[CH:7]=[C:6]([F:8])[CH:5]=[CH:4][C:3]=1[N:9]1[CH:18]([C:19]([OH:21])=O)[C:17]2[C:13]3=[C:14]([C:22](=[O:26])[N:23]([CH3:25])[CH:24]=[C:12]3[C:11]3[CH:27]=[C:28]([CH2:31][S:32]([CH3:35])(=[O:34])=[O:33])[CH:29]=[CH:30][C:10]1=3)[NH:15][CH:16]=2.[NH2:36][CH2:37][CH2:38][C:39]#[N:40].CN(C(ON1N=NC2C=CC=NC1=2)=[N+](C)C)C.F[P-](F)(F)(F)(F)F. Product: [C:37]([CH2:38][CH2:39][NH:40][C:19]([CH:18]1[C:17]2[C:13]3=[C:14]([C:22](=[O:26])[N:23]([CH3:25])[CH:24]=[C:12]3[C:11]3[CH:27]=[C:28]([CH2:31][S:32]([CH3:35])(=[O:34])=[O:33])[CH:29]=[CH:30][C:10]=3[N:9]1[C:3]1[CH:4]=[CH:5][C:6]([F:8])=[CH:7][C:2]=1[F:1])[NH:15][CH:16]=2)=[O:21])#[N:36]. The catalyst class is: 80. (3) Reactant: [N+](C1C=CC([O:10][P:11]([C:32]2[CH:37]=[CH:36][CH:35]=[CH:34][CH:33]=2)(=[O:31])[O:12][C:13]2[CH:14]=[C:15]3[C:19](=[CH:20][CH:21]=2)[NH:18][N:17]=[C:16]3[C:22]2[NH:23][C:24]3[C:29]([CH:30]=2)=[CH:28][CH:27]=[CH:26][CH:25]=3)=CC=1)([O-])=O.CC=C(C)C.[CH2:43](O)[C:44]1[CH:49]=[CH:48][CH:47]=[CH:46][CH:45]=1.N12CCCN=C1CCCCC2. Product: [CH2:43]([O:10][P:11]([C:32]1[CH:33]=[CH:34][CH:35]=[CH:36][CH:37]=1)(=[O:31])[O:12][C:13]1[CH:14]=[C:15]2[C:19](=[CH:20][CH:21]=1)[NH:18][N:17]=[C:16]2[C:22]1[NH:23][C:24]2[C:29]([CH:30]=1)=[CH:28][CH:27]=[CH:26][CH:25]=2)[C:44]1[CH:49]=[CH:48][CH:47]=[CH:46][CH:45]=1. The catalyst class is: 4. (4) Reactant: [Br:1][C:2]1[N:7]=[CH:6][C:5]2[N:8]=[C:9]([CH2:17][C:18]#[N:19])[N:10]([C:11]3[CH:16]=[CH:15][CH:14]=[CH:13][CH:12]=3)[C:4]=2[CH:3]=1.[N:20]([O-])=[O:21].[Na+]. Product: [Br:1][C:2]1[N:7]=[CH:6][C:5]2[N:8]=[C:9]([C:17](=[N:20][OH:21])[C:18]#[N:19])[N:10]([C:11]3[CH:16]=[CH:15][CH:14]=[CH:13][CH:12]=3)[C:4]=2[CH:3]=1. The catalyst class is: 240. (5) Reactant: [NH2:1][C:2]1[CH:11]=[C:10]([F:12])[CH:9]=[C:8]([F:13])[C:3]=1[C:4](OC)=[O:5].C(O)(=O)C.[CH:18](N)=[NH:19]. Product: [F:13][C:8]1[CH:9]=[C:10]([F:12])[CH:11]=[C:2]2[C:3]=1[C:4](=[O:5])[NH:19][CH:18]=[N:1]2. The catalyst class is: 141.